This data is from Forward reaction prediction with 1.9M reactions from USPTO patents (1976-2016). The task is: Predict the product of the given reaction. (1) Given the reactants NC1SC2C=C(OS(C3SC=CC=3)(=O)=O)C=CC=2N=1.[C:20]([N:27]1[CH2:35][CH2:34][CH:30](C(O)=O)[CH2:29][CH2:28]1)([O:22][C:23]([CH3:26])([CH3:25])[CH3:24])=[O:21].C(N(CC)C(C)C)(C)C.O, predict the reaction product. The product is: [C:23]([O:22][C:20]([N:27]1[CH2:35][CH2:34][CH2:30][CH2:29][CH2:28]1)=[O:21])([CH3:26])([CH3:24])[CH3:25]. (2) Given the reactants [F:1][C:2]1[C:7]([F:8])=[CH:6][CH:5]=[CH:4][C:3]=1[OH:9].P([O-])([O-])([O-])=O.[K+].[K+].[K+].Cl[CH2:19][CH:20]1[CH2:25][CH2:24][CH:23]([C:26]2[CH:31]=[CH:30][C:29]([O:32][CH2:33][CH3:34])=[C:28]([F:35])[C:27]=2[F:36])[CH2:22][CH2:21]1, predict the reaction product. The product is: [F:36][C:27]1[C:28]([F:35])=[C:29]([O:32][CH2:33][CH3:34])[CH:30]=[CH:31][C:26]=1[C@H:23]1[CH2:24][CH2:25][C@H:20]([CH2:19][O:9][C:3]2[CH:4]=[CH:5][CH:6]=[C:7]([F:8])[C:2]=2[F:1])[CH2:21][CH2:22]1.